From a dataset of Forward reaction prediction with 1.9M reactions from USPTO patents (1976-2016). Predict the product of the given reaction. (1) The product is: [CH:1]1([C:6]2[C:15]3[C:14](=[O:16])[CH2:13][C:12]4([CH2:19][CH2:18][CH2:17]4)[CH2:11][C:10]=3[N:9]=[C:8]([CH:20]([CH3:22])[CH3:21])[C:7]=2[C:23](=[O:34])[C:24]2[CH:29]=[CH:28][C:27]([C:30]([F:31])([F:32])[F:33])=[CH:26][CH:25]=2)[CH2:2][CH2:3][CH2:4][CH2:5]1. Given the reactants [CH:1]1([CH:6]2[C:15]3[C:14](=[O:16])[CH2:13][C:12]4([CH2:19][CH2:18][CH2:17]4)[CH2:11][C:10]=3[NH:9][C:8]([CH:20]([CH3:22])[CH3:21])=[C:7]2[C:23](=[O:34])[C:24]2[CH:29]=[CH:28][C:27]([C:30]([F:33])([F:32])[F:31])=[CH:26][CH:25]=2)[CH2:5][CH2:4][CH2:3][CH2:2]1.ClC1C(=O)C(C#N)=C(C#N)C(=O)C=1Cl, predict the reaction product. (2) Given the reactants [Br:1][C:2]1[CH:7]=[CH:6][C:5]([CH2:8][CH2:9][CH3:10])=[CH:4][CH:3]=1.[N+:11]([O-])([OH:13])=[O:12].OS(O)(=O)=O, predict the reaction product. The product is: [Br:1][C:2]1[CH:7]=[CH:6][C:5]([CH2:8][CH2:9][CH3:10])=[C:4]([N+:11]([O-:13])=[O:12])[CH:3]=1.